This data is from Reaction yield outcomes from USPTO patents with 853,638 reactions. The task is: Predict the reaction yield, written as a fraction of the theoretical maximum amount of product (1.0 means a 100% yield; for example, 0.34 means a 34% yield). (1) The reactants are [Cl:1][C:2]1[C:7]([F:8])=[CH:6][CH:5]=[CH:4][C:3]=1[NH:9][C:10]([NH:12][C:13]1[CH:18]=[CH:17][C:16]([Cl:19])=[C:15]([S:20]([N:23]2[CH2:28][CH2:27][N:26]([CH2:29][CH2:30][O:31]C)[CH2:25][CH2:24]2)(=[O:22])=[O:21])[C:14]=1[OH:33])=[O:11].FC(F)(F)C(O)=O.B(Br)(Br)Br. The catalyst is ClCCl. The product is [Cl:1][C:2]1[C:7]([F:8])=[CH:6][CH:5]=[CH:4][C:3]=1[NH:9][C:10]([NH:12][C:13]1[CH:18]=[CH:17][C:16]([Cl:19])=[C:15]([S:20]([N:23]2[CH2:24][CH2:25][N:26]([CH2:29][CH2:30][OH:31])[CH2:27][CH2:28]2)(=[O:22])=[O:21])[C:14]=1[OH:33])=[O:11]. The yield is 0.760. (2) The reactants are [CH2:1]([O:3][CH:4]([O:15][CH2:16][CH3:17])[C:5]1[O:13][C:12]2[C:11](I)=[CH:10][N:9]=[CH:8][C:7]=2[CH:6]=1)[CH3:2].[F:18][C:19]([F:31])([F:30])[O:20][C:21]1[CH:26]=[CH:25][C:24](B(O)O)=[CH:23][CH:22]=1.C(=O)([O-])[O-].[Na+].[Na+]. The catalyst is O1CCCC1.O.C1C=CC([P]([Pd]([P](C2C=CC=CC=2)(C2C=CC=CC=2)C2C=CC=CC=2)([P](C2C=CC=CC=2)(C2C=CC=CC=2)C2C=CC=CC=2)[P](C2C=CC=CC=2)(C2C=CC=CC=2)C2C=CC=CC=2)(C2C=CC=CC=2)C2C=CC=CC=2)=CC=1. The product is [CH2:1]([O:3][CH:4]([O:15][CH2:16][CH3:17])[C:5]1[O:13][C:12]2[C:11]([C:24]3[CH:23]=[CH:22][C:21]([O:20][C:19]([F:18])([F:30])[F:31])=[CH:26][CH:25]=3)=[CH:10][N:9]=[CH:8][C:7]=2[CH:6]=1)[CH3:2]. The yield is 0.840. (3) The reactants are [NH:1]([C:3]1[CH:11]=[CH:10][CH:9]=[CH:8][C:4]=1[C:5]([OH:7])=[O:6])N.[F:12][C:13]([F:35])([F:34])[C:14]1[CH:33]=[CH:32][C:17]2[C:18](=NNC3C=CC=CC=3C(O)=O)[CH2:19][O:20][C:16]=2[CH:15]=1.CC1C=CC(S(O)(=O)=O)=CC=1. The catalyst is C(O)C.O. The product is [F:35][C:13]([F:12])([F:34])[C:14]1[CH:33]=[CH:32][C:17]2[C:18]3[NH:1][C:3]4[C:11]([C:19]=3[O:20][C:16]=2[CH:15]=1)=[CH:10][CH:9]=[CH:8][C:4]=4[C:5]([OH:7])=[O:6]. The yield is 0.644.